Dataset: Forward reaction prediction with 1.9M reactions from USPTO patents (1976-2016). Task: Predict the product of the given reaction. (1) Given the reactants FC(F)(F)C(O)=O.[NH:8]([C:15]1[CH:27]=[C:26]([C:28]2[CH:33]=[CH:32][CH:31]=[CH:30][CH:29]=2)[CH:25]=[CH:24][C:16]=1[C:17]([O:19]C(C)(C)C)=[O:18])[C:9]1[CH:14]=[CH:13][CH:12]=[CH:11][CH:10]=1, predict the reaction product. The product is: [NH:8]([C:15]1[CH:27]=[C:26]([C:28]2[CH:33]=[CH:32][CH:31]=[CH:30][CH:29]=2)[CH:25]=[CH:24][C:16]=1[C:17]([OH:19])=[O:18])[C:9]1[CH:10]=[CH:11][CH:12]=[CH:13][CH:14]=1. (2) Given the reactants [N:1]1[CH:6]=[CH:5][CH:4]=[CH:3][C:2]=1[C:7]1[C:8]([C:15]2[C:24]3[C:19](=[CH:20][C:21]([O:25][CH2:26][CH2:27][OH:28])=[CH:22][CH:23]=3)[N:18]=[CH:17][CH:16]=2)=[C:9]2[CH2:14][CH2:13][CH2:12][N:10]2[N:11]=1.[CH3:29][S:30](Cl)(=[O:32])=[O:31], predict the reaction product. The product is: [N:1]1[CH:6]=[CH:5][CH:4]=[CH:3][C:2]=1[C:7]1[C:8]([C:15]2[C:24]3[C:19](=[CH:20][C:21]([O:25][CH2:26][CH2:27][O:28][S:30]([CH3:29])(=[O:32])=[O:31])=[CH:22][CH:23]=3)[N:18]=[CH:17][CH:16]=2)=[C:9]2[CH2:14][CH2:13][CH2:12][N:10]2[N:11]=1. (3) The product is: [CH3:1][N:2]([CH2:4][C:28]1[O:29][C:21]2[C:20]([C:30]([O:32][CH3:33])=[O:31])=[C:19]([NH:18][C:12]3[CH:13]=[CH:14][C:15]([I:17])=[CH:16][C:11]=3[F:10])[N:24]([CH3:25])[C:23](=[O:26])[C:22]=2[CH:27]=1)[CH3:3]. Given the reactants [CH3:1][NH:2][CH3:3].[C:4](O)(=O)C.C=O.[F:10][C:11]1[CH:16]=[C:15]([I:17])[CH:14]=[CH:13][C:12]=1[NH:18][C:19]1[N:24]([CH3:25])[C:23](=[O:26])[C:22]2[CH:27]=[CH:28][O:29][C:21]=2[C:20]=1[C:30]([O:32][CH3:33])=[O:31], predict the reaction product.